This data is from Full USPTO retrosynthesis dataset with 1.9M reactions from patents (1976-2016). The task is: Predict the reactants needed to synthesize the given product. (1) The reactants are: [F:1][C:2]1[CH:7]=[CH:6][C:5](/[CH:8]=[CH:9]/[C:10]2[CH:15]=[C:14]([C:16]3[NH:20][C:19]([N:21]4[CH2:26][CH2:25][NH:24][CH2:23][CH2:22]4)=[C:18]([C:27]([NH2:29])=O)[CH:17]=3)[CH:13]=[CH:12][N:11]=2)=[CH:4][CH:3]=1.[CH3:30][S:31](Cl)(=[O:33])=[O:32].C(N(C(C)C)C(C)C)C. Given the product [F:1][C:2]1[CH:7]=[CH:6][C:5](/[CH:8]=[CH:9]/[C:10]2[CH:15]=[C:14]([C:16]3[NH:20][C:19]([N:21]4[CH2:26][CH2:25][N:24]([S:31]([CH3:30])(=[O:33])=[O:32])[CH2:23][CH2:22]4)=[C:18]([C:27]#[N:29])[CH:17]=3)[CH:13]=[CH:12][N:11]=2)=[CH:4][CH:3]=1, predict the reactants needed to synthesize it. (2) Given the product [CH2:40]([O:47][C:6]([NH:3][C@@H:4]1[CH2:5][CH2:22][C@:12]([CH3:16])([C:10]([O:9][CH3:8])=[O:11])[C:13]1([CH3:20])[CH3:21])=[O:30])[C:41]1[CH:46]=[CH:45][CH:44]=[CH:43][CH:42]=1, predict the reactants needed to synthesize it. The reactants are: C([N:3]([CH2:6]C)[CH2:4][CH3:5])C.[CH3:8][O:9][C:10]([C@@:12]1([CH3:22])[CH2:16]C[C@@H](C(O)=O)[C:13]1([CH3:21])[CH3:20])=[O:11].C1(P(N=[N+]=[N-])(C2C=CC=CC=2)=[O:30])C=CC=CC=1.[CH2:40]([OH:47])[C:41]1[CH:46]=[CH:45][CH:44]=[CH:43][CH:42]=1. (3) Given the product [Cl:19][C:9]1[C:10]2[CH2:15][S:14][CH2:13][C:11]=2[N:12]=[C:7]([C:5]2[S:6][C:2]([F:1])=[CH:3][CH:4]=2)[N:8]=1, predict the reactants needed to synthesize it. The reactants are: [F:1][C:2]1[S:6][C:5]([C:7]2[N:8]=[C:9](O)[C:10]3[CH2:15][S:14][CH2:13][C:11]=3[N:12]=2)=[CH:4][CH:3]=1.P(Cl)(Cl)([Cl:19])=O.O. (4) Given the product [ClH:48].[CH3:1][O:2][C:3](=[O:47])[CH2:4][O:5][C:6]1[CH:11]=[CH:10][C:9]([CH2:12][NH2:13])=[CH:8][C:7]=1[CH:21]1[CH2:22][CH2:23][N:24]([C:27]([C:29]2[C:37]3[C:32](=[C:33]([O:38][C:39]([F:42])([F:40])[F:41])[CH:34]=[CH:35][CH:36]=3)[N:31]([CH2:43][CH2:44][O:45][CH3:46])[CH:30]=2)=[O:28])[CH2:25][CH2:26]1, predict the reactants needed to synthesize it. The reactants are: [CH3:1][O:2][C:3](=[O:47])[CH2:4][O:5][C:6]1[CH:11]=[CH:10][C:9]([CH2:12][NH:13]C(OC(C)(C)C)=O)=[CH:8][C:7]=1[CH:21]1[CH2:26][CH2:25][N:24]([C:27]([C:29]2[C:37]3[C:32](=[C:33]([O:38][C:39]([F:42])([F:41])[F:40])[CH:34]=[CH:35][CH:36]=3)[N:31]([CH2:43][CH2:44][O:45][CH3:46])[CH:30]=2)=[O:28])[CH2:23][CH2:22]1.[ClH:48]. (5) Given the product [C:13]([O:17][C:18]([N:33]1[CH2:25][CH2:24][CH:23]([CH2:26][N:3]2[CH2:7][CH2:6][N:5]([CH2:26][CH:23]3[CH2:22][CH2:21][N:20]([C:18]([O:17][C:13]([CH3:14])([CH3:15])[CH3:16])=[O:19])[CH2:25][CH2:24]3)[C:4]2=[C:8]([C:11]#[N:12])[C:9]#[N:10])[CH2:22][CH2:21]1)=[O:19])([CH3:14])([CH3:16])[CH3:15], predict the reactants needed to synthesize it. The reactants are: [H-].[Na+].[NH:3]1[CH2:7][CH2:6][NH:5][C:4]1=[C:8]([C:11]#[N:12])[C:9]#[N:10].[C:13]([O:17][C:18]([N:20]1[CH2:25][CH2:24][CH:23]([CH2:26]OS(C)(=O)=O)[CH2:22][CH2:21]1)=[O:19])([CH3:16])([CH3:15])[CH3:14].[Cl-].[NH4+:33]. (6) Given the product [CH3:26][S:23]([C:20]1[CH:21]=[CH:22][C:16]2[O:15][CH2:14][CH:13]([CH2:12][NH:30][CH2:27][CH:28]=[CH2:29])[O:18][C:17]=2[CH:19]=1)(=[O:24])=[O:25], predict the reactants needed to synthesize it. The reactants are: CC1C=CC(S(O[CH2:12][CH:13]2[O:18][C:17]3[CH:19]=[C:20]([S:23]([CH3:26])(=[O:25])=[O:24])[CH:21]=[CH:22][C:16]=3[O:15][CH2:14]2)(=O)=O)=CC=1.[CH2:27]([NH2:30])[CH:28]=[CH2:29]. (7) Given the product [Cl:1][C:2]1[CH:3]=[C:4]2[C:8](=[C:9]([N+:11]([O-:13])=[O:12])[CH:10]=1)[NH:7][C:6]([C:14]1[CH:19]=[CH:18][CH:17]=[CH:16][CH:15]=1)=[C:5]2[CH2:20][N:31]1[CH2:30][CH2:29][NH:28][C:27](=[O:26])[CH2:32]1, predict the reactants needed to synthesize it. The reactants are: [Cl:1][C:2]1[CH:3]=[C:4]2[C:8](=[C:9]([N+:11]([O-:13])=[O:12])[CH:10]=1)[NH:7][C:6]([C:14]1[CH:19]=[CH:18][CH:17]=[CH:16][CH:15]=1)=[C:5]2[CH:20]=O.C(O)(=O)C.[O:26]=[C:27]1[CH2:32][NH:31][CH2:30][CH2:29][NH:28]1.C(O[BH-](OC(=O)C)OC(=O)C)(=O)C.[Na+]. (8) Given the product [NH2:26][C:22]1[CH:21]=[C:20]([C:18]2[CH:17]=[C:16]([C:38]([NH2:39])=[O:40])[CH:15]=[C:14]([N:11]3[CH2:10][CH2:9][NH:8][CH2:13][CH2:12]3)[N:19]=2)[CH:25]=[CH:24][N:23]=1, predict the reactants needed to synthesize it. The reactants are: C(OC([N:8]1[CH2:13][CH2:12][N:11]([C:14]2[N:19]=[C:18]([C:20]3[CH:25]=[CH:24][N:23]=[C:22]([NH:26]CC4C=CC(OC)=C(OC)C=4)[CH:21]=3)[CH:17]=[C:16]([C:38](=[O:40])[NH2:39])[CH:15]=2)[CH2:10][CH2:9]1)=O)(C)(C)C.C1(SC)C=CC=CC=1.FC(F)(F)C(O)=O. (9) The reactants are: [F:1][C:2]([F:29])([F:28])[C:3]([NH:5][C:6]1[C:11]([C:12]([F:15])([F:14])[F:13])=[CH:10][C:9]([O:16][C:17]2[CH:22]=[CH:21][C:20](C=O)=[CH:19][CH:18]=2)=[CH:8][C:7]=1[N+:25]([O-])=O)=O.[CH:30]([O:37][CH2:38][CH3:39])([O:34]CC)OCC.C(O)CO. Given the product [O:37]1[CH2:38][CH2:39][O:34][CH:30]1[C:20]1[CH:21]=[CH:22][C:17]([O:16][C:9]2[CH:10]=[C:11]([C:12]([F:15])([F:14])[F:13])[C:6]3[NH:5][C:3]([C:2]([F:29])([F:28])[F:1])=[N:25][C:7]=3[CH:8]=2)=[CH:18][CH:19]=1, predict the reactants needed to synthesize it. (10) Given the product [O:11]([CH:8]1[CH2:9][CH2:10][C:5]2([O:4][CH2:3][CH2:2][O:1]2)[CH2:6][CH2:7]1)[C:12]1[CH:17]=[CH:16][CH:15]=[CH:14][CH:13]=1, predict the reactants needed to synthesize it. The reactants are: [O:1]1[C:5]2([CH2:10][CH2:9][CH:8]([OH:11])[CH2:7][CH2:6]2)[O:4][CH2:3][CH2:2]1.[C:12]1(O)[CH:17]=[CH:16][CH:15]=[CH:14][CH:13]=1.C1C=CC(P(C2C=CC=CC=2)C2C=CC=CC=2)=CC=1.N(C(OC(C)C)=O)=NC(OC(C)C)=O.